Dataset: Peptide-MHC class II binding affinity with 134,281 pairs from IEDB. Task: Regression. Given a peptide amino acid sequence and an MHC pseudo amino acid sequence, predict their binding affinity value. This is MHC class II binding data. (1) The peptide sequence is QFRRVKCKYPEGTKV. The MHC is DRB5_0101 with pseudo-sequence DRB5_0101. The binding affinity (normalized) is 0.344. (2) The peptide sequence is LGLTQPFLGLCAFLA. The MHC is DRB4_0103 with pseudo-sequence DRB4_0103. The binding affinity (normalized) is 0.650. (3) The peptide sequence is SNQKNMFLKVGSLSK. The MHC is DRB1_0101 with pseudo-sequence DRB1_0101. The binding affinity (normalized) is 0.696. (4) The peptide sequence is AVERCYLQALSVCNK. The MHC is DRB1_0101 with pseudo-sequence DRB1_0101. The binding affinity (normalized) is 0.839. (5) The peptide sequence is GELQIVDKIDAAFWI. The MHC is DRB4_0101 with pseudo-sequence DRB4_0103. The binding affinity (normalized) is 0.670. (6) The MHC is DRB5_0101 with pseudo-sequence DRB5_0101. The peptide sequence is DKCVTVMAPDKPSLD. The binding affinity (normalized) is 0.646. (7) The peptide sequence is LLEFAVVLELAILSI. The MHC is DRB1_1001 with pseudo-sequence DRB1_1001. The binding affinity (normalized) is 0.373.